From a dataset of Full USPTO retrosynthesis dataset with 1.9M reactions from patents (1976-2016). Predict the reactants needed to synthesize the given product. (1) Given the product [I:1][C:2]1[CH:3]=[C:4]([C:8]2[O:12][N:11]=[C:10]([CH:13]=[O:14])[CH:9]=2)[CH:5]=[CH:6][CH:7]=1, predict the reactants needed to synthesize it. The reactants are: [I:1][C:2]1[CH:3]=[C:4]([C:8]2[O:12][N:11]=[C:10]([CH2:13][OH:14])[CH:9]=2)[CH:5]=[CH:6][CH:7]=1.[Cr](Cl)([O-])(=O)=O.[NH+]1C=CC=CC=1. (2) Given the product [CH2:13]([N:6]([CH2:5][C@@H:2]1[CH2:3][O:4][C:22]([NH2:21])=[N:1]1)[C:7]1[CH:12]=[CH:11][CH:10]=[CH:9][CH:8]=1)[CH3:14], predict the reactants needed to synthesize it. The reactants are: [NH2:1][C@H:2]([CH2:5][N:6]([CH2:13][CH3:14])[C:7]1[CH:12]=[CH:11][CH:10]=[CH:9][CH:8]=1)[CH2:3][OH:4].C(=O)([O-])[O-].[K+].[K+].[N:21]#[C:22]Br. (3) The reactants are: Cl[C:2]1[C:11]2[N:12]=[C:13]([CH2:27][O:28][CH2:29][CH3:30])[N:14]([CH2:15][C:16]3[O:20][N:19]=[C:18]([C:21]4[CH:22]=[N:23][CH:24]=[CH:25][CH:26]=4)[CH:17]=3)[C:10]=2[C:9]2[CH:8]=[CH:7][CH:6]=[CH:5][C:4]=2[N:3]=1.[NH3:31]. Given the product [CH2:29]([O:28][CH2:27][C:13]1[N:14]([CH2:15][C:16]2[O:20][N:19]=[C:18]([C:21]3[CH:22]=[N:23][CH:24]=[CH:25][CH:26]=3)[CH:17]=2)[C:10]2[C:9]3[CH:8]=[CH:7][CH:6]=[CH:5][C:4]=3[N:3]=[C:2]([NH2:31])[C:11]=2[N:12]=1)[CH3:30], predict the reactants needed to synthesize it. (4) Given the product [CH2:31]([Sn:22]([CH2:23][CH2:24][CH2:25][CH3:26])([CH2:27][CH2:28][CH2:29][CH3:30])[C:2]1[CH:11]=[C:10]2[C:5]([CH:6]=[CH:7][N:8]=[CH:9]2)=[CH:4][CH:3]=1)[CH2:32][CH2:33][CH3:34], predict the reactants needed to synthesize it. The reactants are: Br[C:2]1[CH:11]=[C:10]2[C:5]([CH:6]=[CH:7][N:8]=[CH:9]2)=[CH:4][CH:3]=1.C1COCC1.[Li]CCCC.[Sn:22](Cl)([CH2:31][CH2:32][CH2:33][CH3:34])([CH2:27][CH2:28][CH2:29][CH3:30])[CH2:23][CH2:24][CH2:25][CH3:26]. (5) Given the product [Cl:17][C:14]1[CH:15]=[CH:16][C:11]([C:10]2[C:4]3[S:3][C:2]([CH:21]=[C:22]([CH3:33])[CH3:26])=[N:6][C:5]=3[CH:7]=[C:8]([CH3:20])[C:9]=2[O:18][CH3:19])=[CH:12][CH:13]=1, predict the reactants needed to synthesize it. The reactants are: Br[C:2]1[S:3][C:4]2[C:10]([C:11]3[CH:16]=[CH:15][C:14]([Cl:17])=[CH:13][CH:12]=3)=[C:9]([O:18][CH3:19])[C:8]([CH3:20])=[CH:7][C:5]=2[N:6]=1.[CH3:21][C:22]1([CH3:33])[C:26](C)(C)OB(C=C(C)C)O1.[O-]P([O-])([O-])=O.[K+].[K+].[K+].